This data is from Catalyst prediction with 721,799 reactions and 888 catalyst types from USPTO. The task is: Predict which catalyst facilitates the given reaction. (1) Reactant: Cl.[NH2:2][CH2:3][C:4]1[CH:9]=[CH:8][C:7]([O:10][S:11]([C:14]([F:17])([F:16])[F:15])(=[O:13])=[O:12])=[C:6]([O:18][C:19]([F:22])([F:21])[F:20])[CH:5]=1.[C:23]([O:27][C:28](O[C:28]([O:27][C:23]([CH3:26])([CH3:25])[CH3:24])=[O:29])=[O:29])([CH3:26])([CH3:25])[CH3:24].C(N(CC)CC)C. Product: [C:23]([O:27][C:28]([NH:2][CH2:3][C:4]1[CH:9]=[CH:8][C:7]([O:10][S:11]([C:14]([F:15])([F:16])[F:17])(=[O:12])=[O:13])=[C:6]([O:18][C:19]([F:22])([F:20])[F:21])[CH:5]=1)=[O:29])([CH3:26])([CH3:25])[CH3:24]. The catalyst class is: 7. (2) Reactant: F[C:2]1[C:11]2[N:10]=[CH:9][CH:8]=[CH:7][C:6]=2[C:5]([S:12](Cl)(=[O:14])=[O:13])=[CH:4][CH:3]=1.CCN(C(C)C)C(C)C.[CH2:25]([N:32]1[CH2:37][CH2:36][NH:35][CH2:34][CH2:33]1)[C:26]1[CH:31]=[CH:30][CH:29]=[CH:28][CH:27]=1.[CH3:38][Si:39]([CH3:44])([CH3:43])[CH2:40][CH2:41][OH:42].[H-].[Na+]. Product: [CH2:25]([N:32]1[CH2:37][CH2:36][N:35]([S:12]([C:5]2[CH:4]=[CH:3][C:2]([O:42][CH2:41][CH2:40][Si:39]([CH3:44])([CH3:43])[CH3:38])=[C:11]3[C:6]=2[CH:7]=[CH:8][CH:9]=[N:10]3)(=[O:14])=[O:13])[CH2:34][CH2:33]1)[C:26]1[CH:27]=[CH:28][CH:29]=[CH:30][CH:31]=1. The catalyst class is: 20.